This data is from Full USPTO retrosynthesis dataset with 1.9M reactions from patents (1976-2016). The task is: Predict the reactants needed to synthesize the given product. Given the product [CH3:1][O:2][C:3]1[C:4]2[N:12]=[C:15]([CH2:16][CH2:17][CH2:18][NH:19][CH3:20])[NH:11][C:5]=2[CH:6]=[C:7]([O:9][CH3:10])[CH:8]=1, predict the reactants needed to synthesize it. The reactants are: [CH3:1][O:2][C:3]1[CH:8]=[C:7]([O:9][CH3:10])[CH:6]=[C:5]([NH2:11])[C:4]=1[NH2:12].CO[C:15]1C(OC)=C[C:18]2[NH:19][C:20](CCCNC)=N[C:17]=2[CH:16]=1.